Dataset: Reaction yield outcomes from USPTO patents with 853,638 reactions. Task: Predict the reaction yield, written as a fraction of the theoretical maximum amount of product (1.0 means a 100% yield; for example, 0.34 means a 34% yield). The reactants are Cl[C:2]1[N:6]2[CH:7]=[C:8]([F:11])[CH:9]=[CH:10][C:5]2=[N:4][N:3]=1.[NH:12]1[CH2:18][CH2:17][CH2:16][C@H:13]1[CH2:14][OH:15].N. The catalyst is CN1C(=O)CCC1.CO.C(Cl)Cl. The product is [F:11][C:8]1[CH:9]=[CH:10][C:5]2[N:6]([C:2]([N:12]3[CH2:18][CH2:17][CH2:16][C@H:13]3[CH2:14][OH:15])=[N:3][N:4]=2)[CH:7]=1. The yield is 0.500.